The task is: Predict the reaction yield, written as a fraction of the theoretical maximum amount of product (1.0 means a 100% yield; for example, 0.34 means a 34% yield).. This data is from Reaction yield outcomes from USPTO patents with 853,638 reactions. (1) The reactants are [O:1]=[C:2]1[C:11]2[C:6](=[CH:7][CH:8]=[C:9]([C:12]3[CH:19]=[CH:18][C:15]([CH:16]=O)=[CH:14][CH:13]=3)[CH:10]=2)[O:5][C:4]([C:20]2[CH:25]=[CH:24][CH:23]=[CH:22][CH:21]=2)=[CH:3]1.[CH3:26][N:27]1CCC(=C2C3N=CC=CC=3CCC3C=CC=CC2=3)C[CH2:28]1.[CH:48](=O)C1C=CC=CC=1.Cl.N([CH2:59][C:60]([OH:62])=[O:61])C. No catalyst specified. The product is [O:1]=[C:2]1[C:11]2[C:6](=[CH:7][CH:8]=[C:9]([C:12]3[CH:19]=[CH:18][C:15]([CH2:16][N:27]4[CH2:28][CH:59]([C:60]([O:62][CH3:48])=[O:61])[CH2:26]4)=[CH:14][CH:13]=3)[CH:10]=2)[O:5][C:4]([C:20]2[CH:25]=[CH:24][CH:23]=[CH:22][CH:21]=2)=[CH:3]1. The yield is 0.0100. (2) The reactants are C([CH2:3][C:4](=O)[CH2:5][CH:6](Cl)[C:7]1[CH:12]=[CH:11][C:10]([N+:13]([O-:15])=[O:14])=[C:9]([N+:16]([O-:18])=[O:17])[CH:8]=1)C.[Br:21][C:22]1[CH:23]=[C:24]([CH:26]=[CH:27][CH:28]=1)[NH2:25].CN(C)C(=[O:33])C. No catalyst specified. The product is [Br:21][C:22]1[CH:23]=[C:24]([N:25]2[CH:6]([C:7]3[CH:12]=[CH:11][C:10]([N+:13]([O-:15])=[O:14])=[C:9]([N+:16]([O-:18])=[O:17])[CH:8]=3)[CH2:5][CH2:4][C:3]2=[O:33])[CH:26]=[CH:27][CH:28]=1. The yield is 0.280. (3) The reactants are [Cl:1][C:2]1[CH:27]=[CH:26][CH:25]=[C:24]([C:28]([F:31])([F:30])[F:29])[C:3]=1[CH2:4][N:5]1[C:13]2[C:8](=[C:9]([F:22])[CH:10]=[C:11]([C:14]([N:16]3[CH2:19][CH:18]([O:20][CH3:21])[CH2:17]3)=[O:15])[CH:12]=2)[C:7](I)=[N:6]1.C([O-])([O-])=O.[Na+].[Na+].[F:38][C:39]1[C:40](B2OC(C)(C)C(C)(C)O2)=[CH:41][C:42]([O:49][CH3:50])=[C:43]([CH:48]=1)[C:44]([O:46][CH3:47])=[O:45]. The catalyst is C1COCC1.O.C1C=CC([P]([Pd]([P](C2C=CC=CC=2)(C2C=CC=CC=2)C2C=CC=CC=2)([P](C2C=CC=CC=2)(C2C=CC=CC=2)C2C=CC=CC=2)[P](C2C=CC=CC=2)(C2C=CC=CC=2)C2C=CC=CC=2)(C2C=CC=CC=2)C2C=CC=CC=2)=CC=1. The product is [Cl:1][C:2]1[CH:27]=[CH:26][CH:25]=[C:24]([C:28]([F:31])([F:30])[F:29])[C:3]=1[CH2:4][N:5]1[C:13]2[C:8](=[C:9]([F:22])[CH:10]=[C:11]([C:14]([N:16]3[CH2:19][CH:18]([O:20][CH3:21])[CH2:17]3)=[O:15])[CH:12]=2)[C:7]([C:40]2[C:39]([F:38])=[CH:48][C:43]([C:44]([O:46][CH3:47])=[O:45])=[C:42]([O:49][CH3:50])[CH:41]=2)=[N:6]1. The yield is 0.607.